Dataset: Reaction yield outcomes from USPTO patents with 853,638 reactions. Task: Predict the reaction yield, written as a fraction of the theoretical maximum amount of product (1.0 means a 100% yield; for example, 0.34 means a 34% yield). (1) The reactants are C([O:3][C:4]([C:6]1[CH:14]=[C:13]2[C:9]([C:10]([C:15]#[N:16])=[CH:11][NH:12]2)=[CH:8][CH:7]=1)=[O:5])C.OO.NC(N)=[O:21]. The catalyst is CO.[OH-].[Na+]. The product is [C:15]([C:10]1[C:9]2[C:13](=[CH:14][C:6]([C:4]([OH:3])=[O:5])=[CH:7][CH:8]=2)[NH:12][CH:11]=1)(=[O:21])[NH2:16]. The yield is 0.700. (2) The reactants are Br[C:2]1[N:10]([CH2:11][C:12]2[CH:17]=[CH:16][C:15]([Cl:18])=[CH:14][CH:13]=2)[C:9]2[C:8](=[O:19])[N:7]([CH2:20][CH2:21][CH2:22][O:23][Si:24]([C:27]([CH3:30])([CH3:29])[CH3:28])([CH3:26])[CH3:25])[C:6](=[O:31])[N:5]([CH3:32])[C:4]=2[N:3]=1.C([Li])CCC.[CH:38](=[O:40])[CH3:39]. The catalyst is C1COCC1.O. The product is [Si:24]([O:23][CH2:22][CH2:21][CH2:20][N:7]1[C:8](=[O:19])[C:9]2[N:10]([CH2:11][C:12]3[CH:13]=[CH:14][C:15]([Cl:18])=[CH:16][CH:17]=3)[C:2]([CH:38]([OH:40])[CH3:39])=[N:3][C:4]=2[N:5]([CH3:32])[C:6]1=[O:31])([C:27]([CH3:28])([CH3:29])[CH3:30])([CH3:25])[CH3:26]. The yield is 0.300. (3) The reactants are [C:1]([C:5]1[C:10]([N+:11]([O-:13])=[O:12])=[CH:9][C:8]([NH:14][C:15]#[C:16][Si](C)(C)C)=[CH:7][CH:6]=1)([CH3:4])([CH3:3])[CH3:2]. The catalyst is CN(C=O)C.[Cu]I. The product is [C:1]([C:5]1[CH:6]=[C:7]2[C:8](=[CH:9][C:10]=1[N+:11]([O-:13])=[O:12])[NH:14][CH:15]=[CH:16]2)([CH3:4])([CH3:3])[CH3:2]. The yield is 0.690. (4) The reactants are C(OC(=O)[NH:7][C@@H:8]([C:11]1[CH:16]=[CH:15][C:14]([Cl:17])=[C:13]([O:18][C:19]2[CH:24]=[CH:23][N:22]=[C:21]([NH:25][C:26](=[O:28])[CH3:27])[CH:20]=2)[C:12]=1[F:29])[CH2:9][CH3:10])(C)(C)C.Cl. The catalyst is CCOC(C)=O. The product is [ClH:17].[NH2:7][C@@H:8]([C:11]1[C:12]([F:29])=[C:13]([C:14]([Cl:17])=[CH:15][CH:16]=1)[O:18][C:19]1[CH:24]=[CH:23][N:22]=[C:21]([NH:25][C:26](=[O:28])[CH3:27])[CH:20]=1)[CH2:9][CH3:10]. The yield is 0.350. (5) The reactants are [Cl-].[CH3:2][C:3]1[SH+:4][CH:5]=[CH:6][CH:7]=[CH:8][CH:9]=[CH:10][CH:11]=1.[CH3:12][NH:13]N.C(O[C:19](=[O:21])[CH3:20])(=O)C.[CH:22]([N:25]([CH2:29]C)C(C)C)([CH3:24])[CH3:23].C(#[N:33])C. The catalyst is O. The product is [CH3:12][NH:13][C:10]1[CH:9]=[CH:8][C:2]2[N:33]([C:19](=[O:21])[CH3:20])[C:6]3[C:5]([S:4][C:3]=2[CH:11]=1)=[CH:24][C:22]([NH:25][CH3:29])=[CH:23][CH:7]=3. The yield is 0.700. (6) The reactants are [C:1]([CH:9]([CH2:15][C:16]([C:18]1[CH:27]=[CH:26][C:25]2[C:20](=[CH:21][CH:22]=[C:23]([O:28][CH3:29])[CH:24]=2)[CH:19]=1)=[O:17])C(OCC)=O)(=[O:8])[C:2]1[CH:7]=[CH:6][CH:5]=[CH:4][CH:3]=1.[OH-].[Na+].Cl. The catalyst is O1CCCC1. The product is [CH3:29][O:28][C:23]1[CH:24]=[C:25]2[C:20](=[CH:21][CH:22]=1)[CH:19]=[C:18]([C:16](=[O:17])[CH2:15][CH2:9][C:1]([C:2]1[CH:7]=[CH:6][CH:5]=[CH:4][CH:3]=1)=[O:8])[CH:27]=[CH:26]2. The yield is 0.400. (7) The reactants are [C:1]([O:5][C:6]([N:8]1[CH2:12][C@@H:11]([S:13]C(=O)C)[CH2:10][C@@H:9]1[CH2:17][O:18][CH2:19][C:20]1[CH:25]=[C:24]([F:26])[C:23]([F:27])=[CH:22][C:21]=1[F:28])=[O:7])([CH3:4])([CH3:3])[CH3:2].[Li+].[OH-]. The catalyst is CCO. The product is [C:1]([O:5][C:6]([N:8]1[CH2:12][C@H:11]([SH:13])[CH2:10][C@H:9]1[CH2:17][O:18][CH2:19][C:20]1[CH:25]=[C:24]([F:26])[C:23]([F:27])=[CH:22][C:21]=1[F:28])=[O:7])([CH3:4])([CH3:2])[CH3:3]. The yield is 0.970. (8) The yield is 0.910. The product is [OH:19][C:16]1[CH:17]=[CH:18][C:13]([C:1]2[CH:6]=[CH:5][CH:4]=[CH:3][CH:2]=2)=[CH:14][CH:15]=1. The reactants are [C:1]1(B(O)O)[CH:6]=[CH:5][CH:4]=[CH:3][CH:2]=1.[F-].[K+].Br[C:13]1[CH:18]=[CH:17][C:16]([OH:19])=[CH:15][CH:14]=1. The catalyst is C([O-])(=O)C.[Pd+2].C([O-])(=O)C.C(P(C(C)(C)C)C1C=CC=CC=1C1C=CC=CC=1)(C)(C)C.